The task is: Regression. Given a peptide amino acid sequence and an MHC pseudo amino acid sequence, predict their binding affinity value. This is MHC class II binding data.. This data is from Peptide-MHC class II binding affinity with 134,281 pairs from IEDB. (1) The peptide sequence is LTILLKATLLAVSGV. The MHC is DRB1_0802 with pseudo-sequence DRB1_0802. The binding affinity (normalized) is 0.497. (2) The peptide sequence is SGVAATESAYLAYRN. The MHC is HLA-DPA10301-DPB10402 with pseudo-sequence HLA-DPA10301-DPB10402. The binding affinity (normalized) is 0.0843. (3) The peptide sequence is AKDVIPEGWKADTAY. The MHC is HLA-DQA10201-DQB10202 with pseudo-sequence HLA-DQA10201-DQB10202. The binding affinity (normalized) is 0.0322. (4) The peptide sequence is VTRMAMTDTTPFGQQ. The MHC is DRB3_0301 with pseudo-sequence DRB3_0301. The binding affinity (normalized) is 0.750.